Task: Predict the reaction yield, written as a fraction of the theoretical maximum amount of product (1.0 means a 100% yield; for example, 0.34 means a 34% yield).. Dataset: Reaction yield outcomes from USPTO patents with 853,638 reactions (1) The reactants are [Cl-].[NH4+:2].[Cl-].C[Al](C)C.[CH3:8][C:9]1[C:18]2[C:13](=[CH:14][CH:15]=[CH:16][CH:17]=2)[N:12]=[C:11]([NH:19][C:20]#[N:21])[N:10]=1. The catalyst is C1(C)C=CC=CC=1.C(Cl)(Cl)Cl. The product is [CH3:8][C:9]1[C:18]2[C:13](=[CH:14][CH:15]=[CH:16][CH:17]=2)[N:12]=[C:11]([NH:19][C:20]([NH2:2])=[NH:21])[N:10]=1. The yield is 0.340. (2) The reactants are [C:1]([CH2:9][CH2:10][CH2:11][CH2:12][CH2:13][CH2:14][C:15]([O:17][CH2:18][CH3:19])=[O:16])(=[O:8])[C:2]1[CH:7]=[CH:6][CH:5]=[CH:4][CH:3]=1.[C:20](Cl)(=O)[C:21]1C=CC=[CH:23][CH:22]=1. No catalyst specified. The product is [C:2]1([C:1]([CH2:9][CH2:10][CH2:11][CH2:12][CH2:13][CH2:14][C:15]([O:17][CH2:18][CH3:19])=[O:16])=[O:8])[C:7]2[C:6](=[CH:20][CH:21]=[CH:22][CH:23]=2)[CH:5]=[CH:4][CH:3]=1. The yield is 0.580. (3) The reactants are [N+:1]([C:4]1[CH:5]=[C:6]([P:10](=[O:17])([O:14][CH2:15][CH3:16])[O:11][CH2:12][CH3:13])[CH:7]=[CH:8][CH:9]=1)([O-])=O.Cl[Sn]Cl. The catalyst is CCO. The product is [NH2:1][C:4]1[CH:5]=[C:6]([P:10](=[O:17])([O:11][CH2:12][CH3:13])[O:14][CH2:15][CH3:16])[CH:7]=[CH:8][CH:9]=1. The yield is 0.690. (4) The product is [N:1]1([C:7]2[CH:13]=[CH:12][C:10]([NH:11][N:23]=[C:29]([C:28](=[O:33])[CH3:27])[C:30](=[O:32])[CH3:31])=[CH:9][CH:8]=2)[CH2:6][CH2:5][CH2:4][CH2:3][CH2:2]1. The yield is 0.680. The catalyst is C(O)C. The reactants are [N:1]1([C:7]2[CH:13]=[CH:12][C:10]([NH2:11])=[CH:9][CH:8]=2)[CH2:6][CH2:5][CH2:4][CH2:3][CH2:2]1.P(=O)(O)(O)O.[N+]([O-])(O)=O.[N:23]([O-])=O.[Na+].[CH3:27][C:28](=[O:33])[CH2:29][C:30](=[O:32])[CH3:31].C([O-])(=O)C.[K+].C([O-])([O-])=O.[Na+].[Na+]. (5) The reactants are [Br:1][C:2]1[CH:16]=[CH:15][C:5]([CH2:6][NH:7][CH2:8][C:9]([NH:11][CH:12]2[CH2:14][CH2:13]2)=[O:10])=[CH:4][CH:3]=1.[C:17](N1C=CN=C1)(N1C=CN=C1)=[O:18].C(=O)(O)[O-].[Na+]. The catalyst is C(#N)C.CN(C)C1C=CN=CC=1. The product is [Br:1][C:2]1[CH:3]=[CH:4][C:5]([CH2:6][N:7]2[CH2:8][C:9](=[O:10])[N:11]([CH:12]3[CH2:13][CH2:14]3)[C:17]2=[O:18])=[CH:15][CH:16]=1. The yield is 0.980. (6) The product is [CH:10]1[C:11]2[CH2:12][CH2:13][C:14]3[CH:1]=[CH:2][CH:3]=[C:4]4[CH2:15][C:7]([C:6]=2[C:5]=34)=[CH:8][CH:9]=1. The catalyst is [Pd].CCO. The yield is 0.900. The reactants are [CH:1]1[C:14]2[C:5]3=[C:6]4[C:11](=[CH:12][CH:13]=2)[CH:10]=[CH:9][CH:8]=[C:7]4[CH2:15][C:4]3=[CH:3][CH:2]=1. (7) The reactants are ClC(Cl)(O[C:5](=[O:11])OC(Cl)(Cl)Cl)Cl.Cl.[F:14][C:15]1[CH:38]=[CH:37][C:18]([C:19]([NH:21][C:22]2[N:26](C(OCC)=O)[N:25]=[C:24]3[C:32]([CH3:36])([CH3:35])[NH:33][CH2:34][C:23]=23)=[O:20])=[CH:17][CH:16]=1.C(N(CC)C(C)C)(C)C.[CH3:48][N:49]1[CH2:54][CH2:53][NH:52][CH2:51][CH2:50]1. The catalyst is C(Cl)Cl.CCOC(C)=O.CCCCCC. The product is [CH3:36][C:32]1([CH3:35])[C:24]2=[N:25][NH:26][C:22]([NH:21][C:19](=[O:20])[C:18]3[CH:17]=[CH:16][C:15]([F:14])=[CH:38][CH:37]=3)=[C:23]2[CH2:34][N:33]1[C:5]([N:52]1[CH2:53][CH2:54][N:49]([CH3:48])[CH2:50][CH2:51]1)=[O:11]. The yield is 0.640. (8) The reactants are [CH:1]1([B-](F)(F)F)[CH2:3][CH2:2]1.[K+].C(=O)([O-])[O-].[Cs+].[Cs+].Br[C:16]1[CH:17]=[CH:18][C:19]([C:29]([OH:31])=[O:30])=[N:20][C:21]=1[O:22][CH2:23][CH:24]1[CH2:28][CH2:27][CH2:26][O:25]1. The yield is 0.360. The catalyst is C1(C)C=CC=CC=1.O.C([O-])(=O)C.[Pd+].C(P(C12CC3CC(CC(C3)C1)C2)C12CC3CC(CC(C3)C1)C2)CCC. The product is [CH:1]1([C:16]2[CH:17]=[CH:18][C:19]([C:29]([OH:31])=[O:30])=[N:20][C:21]=2[O:22][CH2:23][CH:24]2[CH2:28][CH2:27][CH2:26][O:25]2)[CH2:3][CH2:2]1.